From a dataset of Forward reaction prediction with 1.9M reactions from USPTO patents (1976-2016). Predict the product of the given reaction. (1) Given the reactants [CH3:1][C:2]1[N:3]=[N:4][C:5]([CH3:8])=[CH:6][CH:7]=1.[Br:9][CH2:10][C:11]([C:13]1[C:14](=[O:24])[O:15][C:16]2[C:21]([CH:22]=1)=[CH:20][CH:19]=[C:18]([F:23])[CH:17]=2)=[O:12], predict the reaction product. The product is: [Br-:9].[F:23][C:18]1[CH:17]=[C:16]2[C:21]([CH:22]=[C:13]([C:11](=[O:12])[CH2:10][N+:3]3[C:2]([CH3:1])=[CH:7][CH:6]=[C:5]([CH3:8])[N:4]=3)[C:14](=[O:24])[O:15]2)=[CH:20][CH:19]=1. (2) The product is: [C:1]([C:3]1[CH:8]=[CH:7][C:6]([C:9]2[CH:10]=[N:11][N:12]([C:15]3[CH:23]=[CH:22][C:18]([C:19]([NH:32][CH2:31][C:28]4([CH2:27][O:26][CH3:25])[CH2:30][CH2:29]4)=[O:20])=[CH:17][N:16]=3)[C:13]=2[OH:14])=[C:5]([CH3:24])[CH:4]=1)#[N:2]. Given the reactants [C:1]([C:3]1[CH:8]=[CH:7][C:6]([C:9]2[CH:10]=[N:11][N:12]([C:15]3[CH:23]=[CH:22][C:18]([C:19](O)=[O:20])=[CH:17][N:16]=3)[C:13]=2[OH:14])=[C:5]([CH3:24])[CH:4]=1)#[N:2].[CH3:25][O:26][CH2:27][C:28]1([CH2:31][NH2:32])[CH2:30][CH2:29]1, predict the reaction product. (3) Given the reactants [CH2:1]([CH:3]([O:6][C:7]1[N:15]=[C:14]([CH3:16])[N:13]=[C:12]2[C:8]=1[NH:9][C:10](=[O:26])[N:11]2[C:17]1[C:22]([CH3:23])=[CH:21][C:20]([CH3:24])=[CH:19][C:18]=1[CH3:25])[CH2:4][CH3:5])[CH3:2].[CH3:27][Si]([N-][Si](C)(C)C)(C)C.[Li+], predict the reaction product. The product is: [CH2:1]([CH:3]([O:6][C:7]1[N:15]=[C:14]([CH3:16])[N:13]=[C:12]2[C:8]=1[N:9]([CH3:27])[C:10](=[O:26])[N:11]2[C:17]1[C:22]([CH3:23])=[CH:21][C:20]([CH3:24])=[CH:19][C:18]=1[CH3:25])[CH2:4][CH3:5])[CH3:2]. (4) The product is: [Cl:1][C:2]1[CH:3]=[CH:4][C:5]2[N:11]3[C:12]([C:15]([F:17])([F:16])[F:18])=[N:13][N:14]=[C:10]3[CH:9]([CH2:19][C:20]([N:22]3[CH2:23][CH2:24][CH:25]([CH2:28][C:29]([OH:31])=[O:30])[CH2:26][CH2:27]3)=[O:21])[S:8][CH:7]([C:34]3[CH:39]=[CH:38][CH:37]=[C:36]([O:40][CH3:41])[C:35]=3[O:42][CH3:43])[C:6]=2[CH:44]=1. Given the reactants [Cl:1][C:2]1[CH:3]=[CH:4][C:5]2[N:11]3[C:12]([C:15]([F:18])([F:17])[F:16])=[N:13][N:14]=[C:10]3[CH:9]([CH2:19][C:20]([N:22]3[CH2:27][CH2:26][CH:25]([CH2:28][C:29]([O:31]CC)=[O:30])[CH2:24][CH2:23]3)=[O:21])[S:8][CH:7]([C:34]3[CH:39]=[CH:38][CH:37]=[C:36]([O:40][CH3:41])[C:35]=3[O:42][CH3:43])[C:6]=2[CH:44]=1.C(=O)([O-])[O-].[K+].[K+], predict the reaction product. (5) Given the reactants [NH2:1][C:2]1[C:3]2[C:8]([C:9]3[CH:10]=[CH:11][CH:12]=[CH:13][C:14]=3[CH:15]=1)=[CH:7][CH:6]=[CH:5][CH:4]=2.[CH:16](=O)[CH:17]=[CH2:18].[OH-].[Na+], predict the reaction product. The product is: [N:1]1[C:2]2[C:15](=[C:14]3[CH:13]=[CH:12][CH:11]=[CH:10][C:9]3=[C:8]3[CH:7]=[CH:6][CH:5]=[CH:4][C:3]3=2)[CH:18]=[CH:17][CH:16]=1. (6) Given the reactants [CH3:1][CH:2]([CH2:4][CH:5]([N:17]([CH3:19])[CH3:18])[C:6]1([C:10]2[CH:11]=[CH:12][C:13]([Cl:16])=[CH:14][CH:15]=2)[CH2:9][CH2:8][CH2:7]1)[CH3:3].[C:20]([OH:26])(=[O:25])[CH2:21][C:22]([OH:24])=[O:23], predict the reaction product. The product is: [CH3:3][CH:2]([CH2:4][CH:5]([N:17]([CH3:18])[CH3:19])[C:6]1([C:10]2[CH:11]=[CH:12][C:13]([Cl:16])=[CH:14][CH:15]=2)[CH2:7][CH2:8][CH2:9]1)[CH3:1].[C:20]([O-:26])(=[O:25])[CH2:21][C:22]([O-:24])=[O:23]. (7) The product is: [OH:27][CH:5]([CH2:6][CH2:7][NH:8][C:9]([CH:11]1[C:16]([CH3:18])([CH3:17])[CH2:15][O:14][C@@H:13]([C:19]2[CH:24]=[CH:23][C:22]([O:25][CH3:26])=[CH:21][CH:20]=2)[O:12]1)=[O:10])[C:4]([OH:28])=[O:3]. Given the reactants C([O:3][C:4](=[O:28])[CH:5]([OH:27])[CH2:6][CH2:7][NH:8][C:9]([CH:11]1[C:16]([CH3:18])([CH3:17])[CH2:15][O:14][C@@H:13]([C:19]2[CH:24]=[CH:23][C:22]([O:25][CH3:26])=[CH:21][CH:20]=2)[O:12]1)=[O:10])C.O[Li].O, predict the reaction product. (8) The product is: [C:50]1([CH2:49][CH2:48][NH:56][C:57](=[O:68])[O:58][CH2:11][CH:12]2[CH2:17][CH2:16][CH:15]([CH2:18][N:19]([CH2:40][C:41]3[CH:42]=[CH:43][CH:44]=[CH:45][CH:46]=3)[S:20]([NH:23][C:24](=[O:39])[C:25]3[CH:30]=[C:29]([C:31]([F:32])([F:33])[F:34])[CH:28]=[C:27]([C:35]([F:36])([F:37])[F:38])[CH:26]=3)(=[O:21])=[O:22])[CH2:14][CH2:13]2)[CH:55]=[CH:54][CH:53]=[CH:52][CH:51]=1. Given the reactants C(NC(=O)O[CH2:11][CH:12]1[CH2:17][CH2:16][CH:15]([CH2:18][N:19]([CH2:40][C:41]2[CH:46]=[CH:45][CH:44]=[CH:43][CH:42]=2)[S:20]([NH:23][C:24](=[O:39])[C:25]2[CH:30]=[C:29]([C:31]([F:34])([F:33])[F:32])[CH:28]=[C:27]([C:35]([F:38])([F:37])[F:36])[CH:26]=2)(=[O:22])=[O:21])[CH2:14][CH2:13]1)C1C=CC=CC=1.[CH2:48]([N:56]=[C:57]=[O:58])[CH2:49][C:50]1[CH:55]=[CH:54][CH:53]=[CH:52][CH:51]=1.C(N=C=[O:68])C1C=CC=CC=1, predict the reaction product.